Dataset: Catalyst prediction with 721,799 reactions and 888 catalyst types from USPTO. Task: Predict which catalyst facilitates the given reaction. Reactant: [NH:1]1[C:5]2=[N:6][CH:7]=[CH:8][CH:9]=[C:4]2[C:3]([CH:10]=[C:11]2[O:15][C:14]([NH:16][C:17]3[CH:25]=[CH:24][C:20]4[N:21]=[CH:22][NH:23][C:19]=4[CH:18]=3)=[C:13](C(OCC)=O)[C:12]2=[O:31])=[CH:2]1.[OH-].[K+].Cl. Product: [NH:1]1[C:5]2=[N:6][CH:7]=[CH:8][CH:9]=[C:4]2[C:3]([CH:10]=[C:11]2[C:12](=[O:31])[CH:13]=[C:14]([NH:16][C:17]3[CH:25]=[CH:24][C:20]4[N:21]=[CH:22][NH:23][C:19]=4[CH:18]=3)[O:15]2)=[CH:2]1. The catalyst class is: 8.